Dataset: Full USPTO retrosynthesis dataset with 1.9M reactions from patents (1976-2016). Task: Predict the reactants needed to synthesize the given product. (1) Given the product [Br:1][C:2]1[CH:7]=[CH:6][C:5]([O:8][CH2:37][CH2:36][N:33]2[CH2:34][CH2:35][N:30]([CH3:29])[CH2:31][CH2:32]2)=[CH:4][C:3]=1[F:9], predict the reactants needed to synthesize it. The reactants are: [Br:1][C:2]1[CH:7]=[CH:6][C:5]([OH:8])=[CH:4][C:3]=1[F:9].C1(P(C2C=CC=CC=2)C2C=CC=CC=2)C=CC=CC=1.[CH3:29][N:30]1[CH2:35][CH2:34][N:33]([CH2:36][CH2:37]O)[CH2:32][CH2:31]1.N(C(OC(C)C)=O)=NC(OC(C)C)=O. (2) Given the product [CH2:1]([O:3][C:4](=[O:27])[C:5]1[CH:10]=[C:9]([C:11]([F:13])([F:14])[F:12])[CH:8]=[C:7]([S:15][C:16]2[C:24]3[C:19](=[CH:20][C:21]([Cl:25])=[CH:22][CH:23]=3)[N:18]([C:29]3[CH:30]=[N:31][N:32]([CH3:34])[CH:33]=3)[C:17]=2[CH3:26])[CH:6]=1)[CH3:2], predict the reactants needed to synthesize it. The reactants are: [CH2:1]([O:3][C:4](=[O:27])[C:5]1[CH:10]=[C:9]([C:11]([F:14])([F:13])[F:12])[CH:8]=[C:7]([S:15][C:16]2[C:24]3[C:19](=[CH:20][C:21]([Cl:25])=[CH:22][CH:23]=3)[NH:18][C:17]=2[CH3:26])[CH:6]=1)[CH3:2].Br[C:29]1[CH:30]=[N:31][N:32]([CH3:34])[CH:33]=1.